This data is from Forward reaction prediction with 1.9M reactions from USPTO patents (1976-2016). The task is: Predict the product of the given reaction. (1) Given the reactants Cl.[CH2:2]([O:4][C:5]1[CH:6]=[C:7]([C:14]2[C:15]([CH3:27])([CH3:26])[C:16](=[O:25])[N:17]([CH:19]3[CH2:24][CH2:23][NH:22][CH2:21][CH2:20]3)[N:18]=2)[CH:8]=[CH:9][C:10]=1[O:11][CH2:12][CH3:13])[CH3:3].[CH3:28][C:29]1[CH:30]=[C:31]([S:35](Cl)(=[O:37])=[O:36])[CH:32]=[CH:33][CH:34]=1, predict the reaction product. The product is: [CH2:2]([O:4][C:5]1[CH:6]=[C:7]([C:14]2[C:15]([CH3:27])([CH3:26])[C:16](=[O:25])[N:17]([CH:19]3[CH2:24][CH2:23][N:22]([S:35]([C:31]4[CH:32]=[CH:33][CH:34]=[C:29]([CH3:28])[CH:30]=4)(=[O:37])=[O:36])[CH2:21][CH2:20]3)[N:18]=2)[CH:8]=[CH:9][C:10]=1[O:11][CH2:12][CH3:13])[CH3:3]. (2) Given the reactants [Cl:1][C:2]1[CH:7]=[CH:6][CH:5]=[C:4]([NH2:8])[C:3]=1[NH2:9].[C:10](OCC)(=O)[CH:11]=[O:12], predict the reaction product. The product is: [Cl:1][C:2]1[CH:7]=[CH:6][CH:5]=[C:4]2[C:3]=1[N:9]=[CH:10][C:11](=[O:12])[NH:8]2. (3) The product is: [CH3:47][O:46][C:44]([C:41]1([C:38]2[CH:39]=[CH:40][C:35]([C:22]3[CH:23]=[CH:24][C:19]([N:13]4[C:12]([NH:11][C:10]([O:9][C@@H:7]([C:1]5[CH:6]=[CH:5][CH:4]=[CH:3][CH:2]=5)[CH3:8])=[O:26])=[C:16]([CH2:17][CH3:18])[N:15]=[N:14]4)=[CH:20][CH:21]=3)=[CH:36][CH:37]=2)[CH2:43][CH2:42]1)=[O:45]. Given the reactants [C:1]1([C@H:7]([O:9][C:10](=[O:26])[NH:11][C:12]2[N:13]([C:19]3[CH:24]=[CH:23][C:22](Br)=[CH:21][CH:20]=3)[N:14]=[N:15][C:16]=2[CH2:17][CH3:18])[CH3:8])[CH:6]=[CH:5][CH:4]=[CH:3][CH:2]=1.CC1(C)C(C)(C)OB([C:35]2[CH:40]=[CH:39][C:38]([C:41]3([C:44]([O:46][CH3:47])=[O:45])[CH2:43][CH2:42]3)=[CH:37][CH:36]=2)O1.C1(P(C2CCCCC2)C2C=CC=CC=2C2C(OC)=CC=CC=2OC)CCCCC1.[O-]P([O-])([O-])=O.[K+].[K+].[K+], predict the reaction product. (4) The product is: [NH2:26][C:23]1([CH2:22][O:21][C:20]2[CH:34]=[CH:35][C:17]([N:11]3[C:12]([CH3:16])([CH3:15])[C:13](=[O:14])[N:9]([C:6]4[CH:7]=[CH:8][C:3]([C:1]#[N:2])=[C:4]([C:37]([F:40])([F:39])[F:38])[CH:5]=4)[C:10]3=[S:36])=[CH:18][CH:19]=2)[CH2:24][CH2:25]1. Given the reactants [C:1]([C:3]1[CH:8]=[CH:7][C:6]([N:9]2[C:13](=[O:14])[C:12]([CH3:16])([CH3:15])[N:11]([C:17]3[CH:35]=[CH:34][C:20]([O:21][CH2:22][C:23]4([NH:26]C(=O)OC(C)(C)C)[CH2:25][CH2:24]4)=[CH:19][CH:18]=3)[C:10]2=[S:36])=[CH:5][C:4]=1[C:37]([F:40])([F:39])[F:38])#[N:2], predict the reaction product. (5) Given the reactants [CH3:1][C@H:2]([NH2:9])[C:3]1[CH:8]=[CH:7][CH:6]=[CH:5][CH:4]=1.[CH2:10]([O:17][C:18]1[CH:25]=[CH:24][C:21]([CH:22]=O)=[CH:20][CH:19]=1)[C:11]1[CH:16]=[CH:15][CH:14]=[CH:13][CH:12]=1, predict the reaction product. The product is: [CH2:10]([O:17][C:18]1[CH:19]=[CH:20][C:21]([CH:22]=[N:9][C@@H:2]([CH3:1])[C:3]2[CH:8]=[CH:7][CH:6]=[CH:5][CH:4]=2)=[CH:24][CH:25]=1)[C:11]1[CH:12]=[CH:13][CH:14]=[CH:15][CH:16]=1. (6) Given the reactants [CH3:1][O:2][C:3](=[O:12])[C:4]([CH3:11])([CH3:10])[CH2:5][CH2:6][C:7]([OH:9])=O.C(Cl)(=O)C(Cl)=O.C(=O)=O.Cl.[CH3:23][O:24][NH:25][CH3:26].C(N(CC)CC)C, predict the reaction product. The product is: [CH3:23][O:24][N:25]([CH3:26])[C:7](=[O:9])[CH2:6][CH2:5][C:4]([CH3:11])([CH3:10])[C:3]([O:2][CH3:1])=[O:12]. (7) Given the reactants COC1C=CC(C[NH:8][C:9]2[CH:14]=[C:13]([N+:15]([O-:17])=[O:16])[CH:12]=[CH:11][N:10]=2)=CC=1.C1(OC)C=CC=CC=1, predict the reaction product. The product is: [N+:15]([C:13]1[CH:12]=[CH:11][N:10]=[C:9]([NH2:8])[CH:14]=1)([O-:17])=[O:16]. (8) Given the reactants [CH3:1][C:2]1[N:6]=[CH:5][NH:4][N:3]=1.F[C:8]1[CH:15]=[CH:14][C:11]([CH:12]=[O:13])=[CH:10][C:9]=1[O:16][CH3:17].C(=O)([O-])[O-].[K+].[K+].O, predict the reaction product. The product is: [CH3:17][O:16][C:9]1[CH:10]=[C:11]([CH:14]=[CH:15][C:8]=1[N:4]1[CH:5]=[N:6][C:2]([CH3:1])=[N:3]1)[CH:12]=[O:13]. (9) Given the reactants [NH2:1][CH2:2][CH2:3][O:4][C@@H:5]([C:19]1[CH:24]=[CH:23][CH:22]=[C:21]([F:25])[C:20]=1[C:26]1[CH:31]=[CH:30][CH:29]=[C:28]([CH3:32])[CH:27]=1)[C@@H:6]1[O:11][CH2:10][CH2:9][N:8]([C:12]([O:14][C:15]([CH3:18])([CH3:17])[CH3:16])=[O:13])[CH2:7]1.C(N(CC)CC)C.[C:40](Cl)(=[O:42])[CH3:41], predict the reaction product. The product is: [C:40]([NH:1][CH2:2][CH2:3][O:4][C@@H:5]([C:19]1[CH:24]=[CH:23][CH:22]=[C:21]([F:25])[C:20]=1[C:26]1[CH:31]=[CH:30][CH:29]=[C:28]([CH3:32])[CH:27]=1)[C@@H:6]1[O:11][CH2:10][CH2:9][N:8]([C:12]([O:14][C:15]([CH3:18])([CH3:17])[CH3:16])=[O:13])[CH2:7]1)(=[O:42])[CH3:41].